The task is: Predict the reactants needed to synthesize the given product.. This data is from Full USPTO retrosynthesis dataset with 1.9M reactions from patents (1976-2016). (1) Given the product [CH:21]1([S:24]([N:16]2[CH2:17][CH2:18][CH:46]([C:2]3[CH:3]=[CH:4][C:5]([B:28]4[O:32][C:31]([CH3:34])([CH3:33])[C:30]([CH3:36])([CH3:35])[O:29]4)=[CH:6][CH:7]=3)[CH2:20][CH2:19]2)(=[O:26])=[O:25])[CH2:23][CH2:22]1, predict the reactants needed to synthesize it. The reactants are: Br[C:2]1[CH:7]=[CH:6][C:5](N2CCNCC2)=[CH:4][CH:3]=1.C([N:16]([CH2:19][CH3:20])[CH2:17][CH3:18])C.[CH:21]1([S:24](Cl)(=[O:26])=[O:25])[CH2:23][CH2:22]1.[B:28]1([B:28]2[O:32][C:31]([CH3:34])([CH3:33])[C:30]([CH3:36])([CH3:35])[O:29]2)[O:32][C:31]([CH3:34])([CH3:33])[C:30]([CH3:36])([CH3:35])[O:29]1.[C:46]([O-])(=O)C.[K+]. (2) Given the product [CH3:17][N:8]1[C:9]([C:11]2[N:15]([CH3:16])[N:14]=[CH:13][CH:12]=2)=[N:10][C:6]([CH:5]=[O:4])=[N:7]1, predict the reactants needed to synthesize it. The reactants are: Cl.C([O:4][CH:5](OCC)[C:6]1[N:10]=[C:9]([C:11]2[N:15]([CH3:16])[N:14]=[CH:13][CH:12]=2)[N:8]([CH3:17])[N:7]=1)C.C(=O)([O-])[O-].[K+].[K+]. (3) Given the product [NH:28]([C:29]([O:1][CH2:2][CH2:3][C:4]1[CH:5]=[C:6]([CH:17]=[CH:18][C:19]=1[O:20][CH3:21])[CH2:7][CH:8]([C:9]([O:11][CH3:12])=[O:10])[C:13]([O:15][CH3:16])=[O:14])=[O:30])[C:22]1[CH:27]=[CH:26][CH:25]=[CH:24][CH:23]=1, predict the reactants needed to synthesize it. The reactants are: [OH:1][CH2:2][CH2:3][C:4]1[CH:5]=[C:6]([CH:17]=[CH:18][C:19]=1[O:20][CH3:21])[CH2:7][CH:8]([C:13]([O:15][CH3:16])=[O:14])[C:9]([O:11][CH3:12])=[O:10].[C:22]1([N:28]=[C:29]=[O:30])[CH:27]=[CH:26][CH:25]=[CH:24][CH:23]=1.